Task: Predict the reactants needed to synthesize the given product.. Dataset: Full USPTO retrosynthesis dataset with 1.9M reactions from patents (1976-2016) (1) Given the product [CH3:17][O:16][C:12](=[O:15])[CH:13]=[CH:14][C:2]1[CH:3]=[N:4][C:5]2[C:10]([CH:11]=1)=[CH:9][CH:8]=[CH:7][CH:6]=2, predict the reactants needed to synthesize it. The reactants are: Br[C:2]1[CH:3]=[N:4][C:5]2[C:10]([CH:11]=1)=[CH:9][CH:8]=[CH:7][CH:6]=2.[C:12]([O:16][CH3:17])(=[O:15])[CH:13]=[CH2:14].C1(C)C=CC=CC=1P(C1C=CC=CC=1C)C1C=CC=CC=1C.C(N(CC)CC)C.[K+].[Br-]. (2) The reactants are: CC(OI1(OC(C)=O)(OC(C)=O)OC(=O)C2C=CC=CC1=2)=O.[Br:23][C:24]1[CH:29]=[CH:28][C:27]([F:30])=[CH:26][C:25]=1[CH:31]([C:33]1[CH:38]=[CH:37][CH:36]=[CH:35][CH:34]=1)[OH:32]. Given the product [Br:23][C:24]1[CH:29]=[CH:28][C:27]([F:30])=[CH:26][C:25]=1[C:31]([C:33]1[CH:34]=[CH:35][CH:36]=[CH:37][CH:38]=1)=[O:32], predict the reactants needed to synthesize it. (3) Given the product [CH3:1][O:2][C:3](=[O:18])[CH:4]([C:11]1[CH:16]=[CH:15][C:14]([C:24]2[CH:23]=[C:22]3[C:27](=[CH:26][CH:25]=2)[NH:19][CH:20]=[CH:21]3)=[CH:13][CH:12]=1)[CH2:5][CH:6]1[CH2:10][CH2:9][CH2:8][CH2:7]1, predict the reactants needed to synthesize it. The reactants are: [CH3:1][O:2][C:3](=[O:18])[CH:4]([C:11]1[CH:16]=[CH:15][C:14](I)=[CH:13][CH:12]=1)[CH2:5][CH:6]1[CH2:10][CH2:9][CH2:8][CH2:7]1.[NH:19]1[C:27]2[C:22](=[CH:23][C:24](B(O)O)=[CH:25][CH:26]=2)[CH:21]=[CH:20]1.C(=O)([O-])[O-].[Na+].[Na+].